Dataset: Retrosynthesis with 50K atom-mapped reactions and 10 reaction types from USPTO. Task: Predict the reactants needed to synthesize the given product. (1) The reactants are: C=C(C)Cc1nc(C(=O)OCC)c(O)c2sc(-c3ccccc3)nc12. Given the product CCOC(=O)c1nc(CC(C)C)c2nc(-c3ccccc3)sc2c1O, predict the reactants needed to synthesize it. (2) Given the product CC(=O)N(C)c1cccc(N)c1, predict the reactants needed to synthesize it. The reactants are: CC(=O)N(C)c1cccc([N+](=O)[O-])c1. (3) Given the product COc1nc(NC(C)C)nc(NC2CC2)c1C#N, predict the reactants needed to synthesize it. The reactants are: CC(C)Nc1nc(Cl)c(C#N)c(NC2CC2)n1.C[O-]. (4) Given the product Nc1cccc(-c2nn(CCF)cc2-c2ccncc2)c1, predict the reactants needed to synthesize it. The reactants are: O=[N+]([O-])c1cccc(-c2nn(CCF)cc2-c2ccncc2)c1.